This data is from Forward reaction prediction with 1.9M reactions from USPTO patents (1976-2016). The task is: Predict the product of the given reaction. (1) Given the reactants [Cl:1][C:2]1[CH:7]=[C:6]([F:8])[CH:5]=[CH:4][C:3]=1[CH:9]([OH:14])[C:10]([F:13])([F:12])[F:11].CC1C=CC=C(C)N=1.[F:23][C:24]([F:37])([F:36])[S:25](O[S:25]([C:24]([F:37])([F:36])[F:23])(=[O:27])=[O:26])(=[O:27])=[O:26], predict the reaction product. The product is: [F:23][C:24]([F:37])([F:36])[S:25]([O:14][CH:9]([C:3]1[CH:4]=[CH:5][C:6]([F:8])=[CH:7][C:2]=1[Cl:1])[C:10]([F:11])([F:12])[F:13])(=[O:27])=[O:26]. (2) Given the reactants Cl[C:2]1[C:11]2[C:6](=[CH:7][C:8]([Cl:12])=[CH:9][CH:10]=2)[N:5]=[CH:4][CH:3]=1.[CH2:13]([N:15]([CH2:29][CH3:30])[CH2:16][CH2:17][CH2:18][CH:19]([NH2:28])[CH2:20][CH2:21][CH2:22][N:23]([CH2:26][CH3:27])[CH2:24][CH3:25])[CH3:14].[OH-].[Na+], predict the reaction product. The product is: [Cl:12][C:8]1[CH:7]=[C:6]2[C:11]([C:2]([NH:28][CH:19]([CH2:18][CH2:17][CH2:16][N:15]([CH2:29][CH3:30])[CH2:13][CH3:14])[CH2:20][CH2:21][CH2:22][N:23]([CH2:26][CH3:27])[CH2:24][CH3:25])=[CH:3][CH:4]=[N:5]2)=[CH:10][CH:9]=1. (3) Given the reactants [CH3:1][N:2]1[CH2:8][CH2:7][CH2:6][N:5]([C:9]2[N:14]=[C:13]([C:15]([N:17]3[CH2:21][CH2:20][C@@H:19]([O:22][C:23]4[CH:28]=[CH:27][CH:26]=[CH:25][C:24]=4[CH3:29])[CH2:18]3)=[O:16])[CH:12]=[CH:11][CH:10]=2)[CH2:4][CH2:3]1.[ClH:30], predict the reaction product. The product is: [ClH:30].[CH3:1][N:2]1[CH2:8][CH2:7][CH2:6][N:5]([C:9]2[N:14]=[C:13]([C:15]([N:17]3[CH2:21][CH2:20][C@@H:19]([O:22][C:23]4[CH:28]=[CH:27][CH:26]=[CH:25][C:24]=4[CH3:29])[CH2:18]3)=[O:16])[CH:12]=[CH:11][CH:10]=2)[CH2:4][CH2:3]1. (4) Given the reactants Br[C:2]1[CH:7]=[CH:6][C:5]([C:8](=[O:13])[C:9]([CH3:12])([CH3:11])[CH3:10])=[CH:4][CH:3]=1.[CH3:14][N:15]1[CH:19]=[CH:18][CH:17]=[C:16]1[C:20]#[N:21], predict the reaction product. The product is: [CH3:10][C:9]([CH3:12])([CH3:11])[C:8]([C:5]1[CH:6]=[CH:7][C:2]([C:19]2[N:15]([CH3:14])[C:16]([C:20]#[N:21])=[CH:17][CH:18]=2)=[CH:3][CH:4]=1)=[O:13]. (5) Given the reactants [Br:1][C:2]1[CH:7]=[CH:6][C:5]([N:8]=[CH:9][C:10]2[CH:15]=[CH:14][CH:13]=[CH:12][CH:11]=2)=[CH:4][CH:3]=1.[CH3:16][Li], predict the reaction product. The product is: [Br:1][C:2]1[CH:3]=[CH:4][C:5]([NH:8][CH:9]([C:10]2[CH:11]=[CH:12][CH:13]=[CH:14][CH:15]=2)[CH3:16])=[CH:6][CH:7]=1.